From a dataset of Forward reaction prediction with 1.9M reactions from USPTO patents (1976-2016). Predict the product of the given reaction. (1) Given the reactants [OH:1]/[N:2]=[C:3](/[C@@H:5]1[C@:21]2([CH3:22])[C@H:8]([C@H:9]3[C@H:18]([CH2:19][CH2:20]2)[C@:17]2([CH3:23])[C:12](=[CH:13][C:14](=[O:24])[CH2:15][CH2:16]2)[CH2:11][CH2:10]3)[CH2:7][CH2:6]1)\[CH3:4].C([CH:32]([NH2:42])[C:33]1[CH:41]=[CH:40][C:36]([C:37]([OH:39])=O)=[CH:35][CH:34]=1)(OC(C)(C)C)=O.C(N(CC)[CH:47]([CH3:49])[CH3:48])(C)C.[CH3:52]CN=C=NCCCN(C)C.[C:63]([O-:66])(O)=[O:64].[Na+], predict the reaction product. The product is: [CH3:23][C@:17]12[CH2:16][CH2:15][C:14](=[O:24])[CH:13]=[C:12]1[CH2:11][CH2:10][C@@H:9]1[C@@H:18]2[CH2:19][CH2:20][C@@:21]2([CH3:22])[C@H:8]1[CH2:7][CH2:6][C@@H:5]2/[C:3](=[N:2]/[O:1][C:37]([C:36]1[CH:35]=[CH:34][C:33]([CH2:32][NH:42][C:63](=[O:64])[O:66][C:47]([CH3:49])([CH3:52])[CH3:48])=[CH:41][CH:40]=1)=[O:39])/[CH3:4]. (2) Given the reactants [NH2:1][C:2]1[CH:3]=[C:4]([O:11][C@@H:12]2[CH2:17][CH2:16][N:15](C(OC(C)(C)C)=O)[CH2:14][C@H:13]2[F:25])[C:5]2[O:9][CH:8]=[CH:7][C:6]=2[CH:10]=1.[F:26][C:27]([F:39])([F:38])[C:28]1[CH:33]=[CH:32][CH:31]=[CH:30][C:29]=1[S:34]([Cl:37])(=[O:36])=[O:35], predict the reaction product. The product is: [ClH:37].[F:25][C@H:13]1[C@H:12]([O:11][C:4]2[C:5]3[O:9][CH:8]=[CH:7][C:6]=3[CH:10]=[C:2]([NH:1][S:34]([C:29]3[CH:30]=[CH:31][CH:32]=[CH:33][C:28]=3[C:27]([F:26])([F:38])[F:39])(=[O:36])=[O:35])[CH:3]=2)[CH2:17][CH2:16][NH:15][CH2:14]1. (3) Given the reactants [CH3:1][C:2]1[N:7]=[C:6]2[NH:8][C:9](=[O:11])[O:10][C:5]2=[CH:4][CH:3]=1.[I:12][C:13]1[CH:14]=[C:15]([CH2:19]O)[CH:16]=[CH:17][CH:18]=1, predict the reaction product. The product is: [I:12][C:13]1[CH:14]=[C:15]([CH:16]=[CH:17][CH:18]=1)[CH2:19][N:8]1[C:6]2=[N:7][C:2]([CH3:1])=[CH:3][CH:4]=[C:5]2[O:10][C:9]1=[O:11]. (4) The product is: [CH:1]12[CH2:7][CH:4]([CH2:5][CH2:6]1)[CH2:3][C@@H:2]2[NH:8][C:9]1[S:10][C:11]([CH3:22])([CH2:15][CH:16]2[CH2:21][CH2:20][N:19]([S:24]([CH3:23])(=[O:26])=[O:25])[CH2:18][CH2:17]2)[C:12](=[O:14])[N:13]=1. Given the reactants [CH:1]12[CH2:7][CH:4]([CH2:5][CH2:6]1)[CH2:3][C@@H:2]2[NH:8][C:9]1[S:10][C:11]([CH3:22])([CH2:15][CH:16]2[CH2:21][CH2:20][NH:19][CH2:18][CH2:17]2)[C:12](=[O:14])[N:13]=1.[CH3:23][S:24](Cl)(=[O:26])=[O:25].C(N(CC)CC)C.O, predict the reaction product. (5) Given the reactants Cl[CH2:2][CH2:3][C:4]([N:6]([C:9]1[C:10]([Cl:20])=[N:11][N:12]([C:14]2[CH:15]=[N:16][CH:17]=[CH:18][CH:19]=2)[CH:13]=1)[CH2:7][CH3:8])=[O:5].CO.[OH-].[K+].[F:25][C:26]([F:31])([F:30])[CH2:27][CH2:28][SH:29], predict the reaction product. The product is: [Cl:20][C:10]1[C:9]([N:6]([CH2:7][CH3:8])[C:4](=[O:5])[CH2:3][CH2:2][S:29][CH2:28][CH2:27][C:26]([F:31])([F:30])[F:25])=[CH:13][N:12]([C:14]2[CH:15]=[N:16][CH:17]=[CH:18][CH:19]=2)[N:11]=1. (6) The product is: [CH:18]([O:17][C:14]1[CH:15]=[CH:16][C:11]([C:9]2[CH:8]=[CH:7][N:6]3[C:2]([C:26]4[CH:25]=[CH:24][N:23]=[C:22]([CH3:21])[CH:27]=4)=[CH:3][N:4]=[C:5]3[CH:10]=2)=[CH:12][CH:13]=1)([CH3:20])[CH3:19]. Given the reactants I[C:2]1[N:6]2[CH:7]=[CH:8][C:9]([C:11]3[CH:16]=[CH:15][C:14]([O:17][CH:18]([CH3:20])[CH3:19])=[CH:13][CH:12]=3)=[CH:10][C:5]2=[N:4][CH:3]=1.[CH3:21][C:22]1[CH:27]=[C:26](B(O)O)[CH:25]=[CH:24][N:23]=1.[O-]P([O-])([O-])=O.[K+].[K+].[K+].CCOC(C)=O.O, predict the reaction product.